From a dataset of Peptide-MHC class II binding affinity with 134,281 pairs from IEDB. Regression. Given a peptide amino acid sequence and an MHC pseudo amino acid sequence, predict their binding affinity value. This is MHC class II binding data. (1) The peptide sequence is IIELFTAKGFTVQEM. The MHC is DRB1_1001 with pseudo-sequence DRB1_1001. The binding affinity (normalized) is 0.731. (2) The MHC is HLA-DQA10103-DQB10603 with pseudo-sequence HLA-DQA10103-DQB10603. The binding affinity (normalized) is 0. The peptide sequence is MVLAGWLFHVRGARR.